This data is from Full USPTO retrosynthesis dataset with 1.9M reactions from patents (1976-2016). The task is: Predict the reactants needed to synthesize the given product. (1) The reactants are: [Cl:1][C:2]1[CH:11]=[CH:10][C:9]2[C:4](=[C:5]([NH2:12])[CH:6]=[CH:7][CH:8]=2)[N:3]=1.[N:13]1[CH:18]=[CH:17][CH:16]=[C:15]([CH:19]=O)[CH:14]=1.CC(O)=O.[BH3-]C#N.[Na+]. Given the product [Cl:1][C:2]1[CH:11]=[CH:10][C:9]2[C:4](=[C:5]([NH:12][CH2:19][C:15]3[CH:14]=[N:13][CH:18]=[CH:17][CH:16]=3)[CH:6]=[CH:7][CH:8]=2)[N:3]=1, predict the reactants needed to synthesize it. (2) Given the product [CH3:16][C:11]1([CH3:17])[C:12]([CH3:15])([CH3:14])[O:13][B:9]([C:2]2[CH:7]=[CH:6][C:5]([OH:8])=[CH:4][CH:3]=2)[O:10]1, predict the reactants needed to synthesize it. The reactants are: Cl[C:2]1[CH:7]=[CH:6][C:5]([OH:8])=[CH:4][CH:3]=1.[B:9]1([B:9]2[O:13][C:12]([CH3:15])([CH3:14])[C:11]([CH3:17])([CH3:16])[O:10]2)[O:13][C:12]([CH3:15])([CH3:14])[C:11]([CH3:17])([CH3:16])[O:10]1.C([O-])(=O)C.[K+].N#N. (3) Given the product [CH3:1][N:2]([CH3:31])[CH:3]([CH2:29][CH3:30])[CH:4]([C:10]1[CH:28]=[CH:27][C:13]2[N:14]=[C:15]([C:17]3[CH:26]=[CH:25][C:20]([C:21]([OH:23])=[O:22])=[CH:19][CH:18]=3)[S:16][C:12]=2[CH:11]=1)[N:5]1[CH:9]=[CH:8][N:7]=[CH:6]1, predict the reactants needed to synthesize it. The reactants are: [CH3:1][N:2]([CH3:31])[CH:3]([CH2:29][CH3:30])[CH:4]([C:10]1[CH:28]=[CH:27][C:13]2[N:14]=[C:15]([C:17]3[CH:26]=[CH:25][C:20]([C:21]([O:23]C)=[O:22])=[CH:19][CH:18]=3)[S:16][C:12]=2[CH:11]=1)[N:5]1[CH:9]=[CH:8][N:7]=[CH:6]1.[Li+].[OH-]. (4) Given the product [Cl:11][C:12]1[N:20]=[C:19]2[C:15]([N:16]=[CH:17][NH:18]2)=[C:14]([NH:1][C@@H:2]2[C:10]3[C:5](=[CH:6][CH:7]=[CH:8][CH:9]=3)[CH2:4][CH2:3]2)[N:13]=1, predict the reactants needed to synthesize it. The reactants are: [NH2:1][C@@H:2]1[C:10]2[C:5](=[CH:6][CH:7]=[CH:8][CH:9]=2)[CH2:4][CH2:3]1.[Cl:11][C:12]1[N:20]=[C:19]2[C:15]([NH:16][CH:17]=[N:18]2)=[C:14](Cl)[N:13]=1.C(N(CC)C(C)C)(C)C. (5) The reactants are: [F:1][C:2]1[CH:7]=[CH:6][CH:5]=[CH:4][C:3]=1[NH2:8].ClC1C=C([N:16]2N=[N:19][C:18]([C:21]([OH:23])=[O:22])=[N:17]2)C=CC=1. Given the product [F:1][C:2]1[CH:7]=[CH:6][CH:5]=[CH:4][C:3]=1[N:8]1[N:16]=[N:17][C:18]([C:21]([OH:23])=[O:22])=[N:19]1, predict the reactants needed to synthesize it. (6) Given the product [S:7]1[C:11]2[CH:12]=[CH:13][CH:14]=[CH:15][C:10]=2[CH:9]=[C:8]1[CH2:16][OH:17], predict the reactants needed to synthesize it. The reactants are: [H-].[Al+3].[Li+].[H-].[H-].[H-].[S:7]1[C:11]2[CH:12]=[CH:13][CH:14]=[CH:15][C:10]=2[CH:9]=[C:8]1[C:16](OCC)=[O:17].Cl. (7) Given the product [CH3:23][N:22]([CH:15]([C:16]1[CH:21]=[CH:20][CH:19]=[CH:18][CH:17]=1)[C:5]1[C:4]2[C:8](=[CH:9][CH:10]=[C:2]([OH:1])[CH:3]=2)[NH:7][C:6]=1[C:11]([OH:13])=[O:12])[CH3:24], predict the reactants needed to synthesize it. The reactants are: [OH:1][C:2]1[CH:3]=[C:4]2[C:8](=[CH:9][CH:10]=1)[NH:7][C:6]([C:11]([OH:13])=[O:12])=[CH:5]2.[Cl-].[CH:15](=[N+:22]([CH3:24])[CH3:23])[C:16]1[CH:21]=[CH:20][CH:19]=[CH:18][CH:17]=1. (8) Given the product [F:28][C:24]1[CH:23]=[C:22]2[C:27]([C:19]([C:16]3[CH:17]=[CH:18][C:7]4[S:6](=[O:30])(=[O:29])[NH:5][CH:9]([CH2:10][NH:11][C:12](=[O:14])[CH3:13])[C:8]=4[CH:15]=3)=[CH:20][NH:21]2)=[CH:26][CH:25]=1, predict the reactants needed to synthesize it. The reactants are: C([N:5]1[CH:9]([CH2:10][NH:11][C:12](=[O:14])[CH3:13])[C:8]2[CH:15]=[C:16]([C:19]3[C:27]4[C:22](=[CH:23][C:24]([F:28])=[CH:25][CH:26]=4)[NH:21][CH:20]=3)[CH:17]=[CH:18][C:7]=2[S:6]1(=[O:30])=[O:29])(C)(C)C. (9) Given the product [CH2:16]([CH:23]1[CH2:28][CH2:27][CH2:26][N:25]([C:29]([C:31]2[CH:36]=[CH:35][C:34]([O:37][C:2]3[C:11]4[C:6](=[CH:7][C:8]([O:14][CH3:15])=[C:9]([O:12][CH3:13])[CH:10]=4)[N:5]=[CH:4][CH:3]=3)=[C:33]([F:38])[CH:32]=2)=[O:30])[CH2:24]1)[C:17]1[CH:22]=[CH:21][CH:20]=[CH:19][CH:18]=1, predict the reactants needed to synthesize it. The reactants are: Cl[C:2]1[C:11]2[C:6](=[CH:7][C:8]([O:14][CH3:15])=[C:9]([O:12][CH3:13])[CH:10]=2)[N:5]=[CH:4][CH:3]=1.[CH2:16]([CH:23]1[CH2:28][CH2:27][CH2:26][N:25]([C:29]([C:31]2[CH:36]=[CH:35][C:34]([OH:37])=[C:33]([F:38])[CH:32]=2)=[O:30])[CH2:24]1)[C:17]1[CH:22]=[CH:21][CH:20]=[CH:19][CH:18]=1.